Dataset: Full USPTO retrosynthesis dataset with 1.9M reactions from patents (1976-2016). Task: Predict the reactants needed to synthesize the given product. (1) Given the product [CH:32]1([C:18]2[N:44]=[C:20]3[C:25]([C:49]([OH:48])([CH3:45])[CH3:40])=[CH:24][CH:23]=[CH:22][N:21]3[C:17]=2[CH2:16][C:14]2[CH:13]=[CH:12][C:11]3/[C:5](=[C:3](/[CH3:4])\[C:1]#[N:2])/[C:6]4[CH:38]=[CH:37][C:36]([F:39])=[CH:35][C:7]=4[O:8][CH2:9][C:10]=3[CH:15]=2)[CH2:34][CH2:33]1, predict the reactants needed to synthesize it. The reactants are: [C:1](/[C:3](=[C:5]1/[C:6]2[CH:38]=[CH:37][C:36]([F:39])=[CH:35][C:7]=2[O:8][CH2:9][C:10]2[CH:15]=[C:14]([CH2:16][C:17]3[N:21]4[CH:22]=[CH:23][CH:24]=[C:25](C(OCCC)=O)[C:20]4=N[C:18]=3[CH:32]3[CH2:34][CH2:33]3)[CH:13]=[CH:12][C:11]/1=2)/[CH3:4])#[N:2].[CH3:40][Mg]Cl.[Cl-].[NH4+:44].[CH2:45]1[CH2:49][O:48]CC1. (2) The reactants are: [CH:1]1([C:4]2[C:5]([O:18][CH2:19][C:20]3([CH3:30])[CH2:29][CH2:28][C:23]4(OCC[O:24]4)[CH2:22][CH2:21]3)=[CH:6][C:7]([F:17])=[C:8]([CH:16]=2)[C:9]([O:11][C:12]([CH3:15])([CH3:14])[CH3:13])=[O:10])[CH2:3][CH2:2]1.FC(F)(F)C(O)=O. Given the product [CH:1]1([C:4]2[C:5]([O:18][CH2:19][C:20]3([CH3:30])[CH2:29][CH2:28][C:23](=[O:24])[CH2:22][CH2:21]3)=[CH:6][C:7]([F:17])=[C:8]([CH:16]=2)[C:9]([O:11][C:12]([CH3:13])([CH3:14])[CH3:15])=[O:10])[CH2:2][CH2:3]1, predict the reactants needed to synthesize it. (3) Given the product [OH:15][C:10]1[C:11](=[O:14])[CH:12]=[CH:13][N:8]([C:6]2[CH:5]=[CH:4][CH:3]=[C:2]([C:29]3[CH:30]=[CH:31][CH:32]=[C:33]4[C:28]=3[CH:27]=[N:26][NH:25]4)[N:7]=2)[CH:9]=1, predict the reactants needed to synthesize it. The reactants are: Br[C:2]1[N:7]=[C:6]([N:8]2[CH:13]=[CH:12][C:11](=[O:14])[C:10]([O:15]CC3C=CC(OC)=CC=3)=[CH:9]2)[CH:5]=[CH:4][CH:3]=1.[NH:25]1[C:33]2[C:28](=[C:29](B(O)O)[CH:30]=[CH:31][CH:32]=2)[CH:27]=[N:26]1.